From a dataset of Forward reaction prediction with 1.9M reactions from USPTO patents (1976-2016). Predict the product of the given reaction. Given the reactants [CH3:1][CH:2]1[NH:7][CH:6]([CH3:8])[CH2:5][N:4]([CH2:9][C:10]2([C:16]3[CH:21]=[CH:20][CH:19]=[CH:18][CH:17]=3)[CH2:15][CH2:14][NH:13][CH2:12][CH2:11]2)[CH2:3]1.[C:22]1([CH:28]([C:33]2[CH:38]=[CH:37][CH:36]=[CH:35][CH:34]=2)[CH2:29][C:30](O)=[O:31])[CH:27]=[CH:26][CH:25]=[CH:24][CH:23]=1.C(Cl)CCl, predict the reaction product. The product is: [CH3:8][CH:6]1[NH:7][CH:2]([CH3:1])[CH2:3][N:4]([CH2:9][C:10]2([C:16]3[CH:17]=[CH:18][CH:19]=[CH:20][CH:21]=3)[CH2:11][CH2:12][N:13]([C:30](=[O:31])[CH2:29][CH:28]([C:22]3[CH:27]=[CH:26][CH:25]=[CH:24][CH:23]=3)[C:33]3[CH:38]=[CH:37][CH:36]=[CH:35][CH:34]=3)[CH2:14][CH2:15]2)[CH2:5]1.